Predict the product of the given reaction. From a dataset of Forward reaction prediction with 1.9M reactions from USPTO patents (1976-2016). (1) The product is: [NH2:1][C:2]1[C:11]2[N:10]=[CH:9][C:8]([CH2:12][CH2:13][C:14]3[CH:19]=[CH:18][CH:17]=[CH:16][CH:15]=3)=[CH:7][C:6]=2[C:5]2[CH:20]=[CH:21][C:22]([CH2:24][OH:25])=[CH:23][C:4]=2[N:3]=1. Given the reactants [NH2:1][C:2]1[C:11]2[N:10]=[CH:9][C:8]([CH2:12][CH2:13][C:14]3[CH:19]=[CH:18][CH:17]=[CH:16][CH:15]=3)=[CH:7][C:6]=2[C:5]2[CH:20]=[CH:21][C:22]([C:24](OC)=[O:25])=[CH:23][C:4]=2[N:3]=1, predict the reaction product. (2) Given the reactants Br[C:2]1[C:10]2[NH:9][C:8](=[O:11])[NH:7][C:6]=2[CH:5]=[CH:4][CH:3]=1.C([O-])(=O)C.[K+].[B:17]1([B:17]2[O:21][C:20]([CH3:23])([CH3:22])[C:19]([CH3:25])([CH3:24])[O:18]2)[O:21][C:20]([CH3:23])([CH3:22])[C:19]([CH3:25])([CH3:24])[O:18]1, predict the reaction product. The product is: [CH3:24][C:19]1([CH3:25])[C:20]([CH3:23])([CH3:22])[O:21][B:17]([C:2]2[C:10]3[NH:9][C:8](=[O:11])[NH:7][C:6]=3[CH:5]=[CH:4][CH:3]=2)[O:18]1.